This data is from Peptide-MHC class II binding affinity with 134,281 pairs from IEDB. The task is: Regression. Given a peptide amino acid sequence and an MHC pseudo amino acid sequence, predict their binding affinity value. This is MHC class II binding data. (1) The peptide sequence is KKTLRLPKMLETEIV. The MHC is DRB1_0405 with pseudo-sequence DRB1_0405. The binding affinity (normalized) is 0.0759. (2) The peptide sequence is NFTVGRIIELFTAKG. The MHC is DRB1_1101 with pseudo-sequence DRB1_1101. The binding affinity (normalized) is 0.338. (3) The peptide sequence is QGVADAYITLVTLPK. The MHC is HLA-DQA10102-DQB10502 with pseudo-sequence HLA-DQA10102-DQB10502. The binding affinity (normalized) is 0.196. (4) The binding affinity (normalized) is 0. The MHC is HLA-DQA10201-DQB10402 with pseudo-sequence HLA-DQA10201-DQB10402. The peptide sequence is VQDPKFWELVDEERK. (5) The peptide sequence is YAFVGVMYNLWKMKTHHHHHH. The MHC is DRB1_0701 with pseudo-sequence DRB1_0701. The binding affinity (normalized) is 0.600. (6) The peptide sequence is LTYQWHKEGSSIGKL. The MHC is DRB1_0701 with pseudo-sequence DRB1_0701. The binding affinity (normalized) is 0.345. (7) The peptide sequence is MHWVRQAPGKGLEWV. The MHC is DRB3_0101 with pseudo-sequence DRB3_0101. The binding affinity (normalized) is 0.280. (8) The peptide sequence is VPGNKKFVVNNLFFN. The MHC is HLA-DQA10501-DQB10201 with pseudo-sequence HLA-DQA10501-DQB10201. The binding affinity (normalized) is 0.00931.